Dataset: Full USPTO retrosynthesis dataset with 1.9M reactions from patents (1976-2016). Task: Predict the reactants needed to synthesize the given product. (1) Given the product [N:7]1[C:16]2[C:11](=[CH:12][C:13]([C:17]3([C:18]#[N:19])[CH2:5][CH2:4]3)=[CH:14][CH:15]=2)[CH:10]=[CH:9][CH:8]=1, predict the reactants needed to synthesize it. The reactants are: [OH-].[Na+].Br[CH2:4][CH2:5]Cl.[N:7]1[C:16]2[C:11](=[CH:12][C:13]([CH2:17][C:18]#[N:19])=[CH:14][CH:15]=2)[CH:10]=[CH:9][CH:8]=1. (2) Given the product [C:31]1([C@@H:37]2[NH:42][C:41](=[O:43])[C@H:40]([CH2:44][CH2:45][CH3:46])[N:39]([C:56]([C@@H:54]3[CH2:55][C@H:53]3[C:47]3[CH:52]=[CH:51][CH:50]=[CH:49][CH:48]=3)=[O:57])[CH2:38]2)[CH:32]=[CH:33][CH:34]=[CH:35][CH:36]=1, predict the reactants needed to synthesize it. The reactants are: C([C@@H]1N(C(=O)C2C=CC(OC3C=CC=CC=3)=CC=2)C[C@H](CC(C)C)NC1=O)C(C)C.[C:31]1([C@@H:37]2[NH:42][C:41](=[O:43])[C@H:40]([CH2:44][CH2:45][CH3:46])[NH:39][CH2:38]2)[CH:36]=[CH:35][CH:34]=[CH:33][CH:32]=1.[C:47]1([C@@H:53]2[CH2:55][C@H:54]2[C:56](O)=[O:57])[CH:52]=[CH:51][CH:50]=[CH:49][CH:48]=1. (3) Given the product [CH:42]1([NH:9][CH2:10][C:11]2[N:12]=[C:13]([C:32]3[CH:33]=[CH:34][C:35]([C:38]([F:40])([F:41])[F:39])=[CH:36][CH:37]=3)[S:14][C:15]=2[CH2:16][O:17][C:18]2[CH:23]=[CH:22][C:21]([C:24]3[NH:28][C:27](=[O:29])[O:26][N:25]=3)=[C:20]([O:30][CH3:31])[CH:19]=2)[CH2:43][CH2:44]1, predict the reactants needed to synthesize it. The reactants are: C1(OC(=O)[N:9]([CH:42]2[CH2:44][CH2:43]2)[CH2:10][C:11]2[N:12]=[C:13]([C:32]3[CH:37]=[CH:36][C:35]([C:38]([F:41])([F:40])[F:39])=[CH:34][CH:33]=3)[S:14][C:15]=2[CH2:16][O:17][C:18]2[CH:23]=[CH:22][C:21]([C:24]3[NH:28][C:27](=[O:29])[O:26][N:25]=3)=[C:20]([O:30][CH3:31])[CH:19]=2)C=CC=CC=1.[OH-].[K+]. (4) Given the product [CH3:12][C:13]1[CH:14]=[CH:15][C:16]([OH:21])=[C:17]([C:18]2[NH:1][N:2]=[C:3]([C:5]3[CH:10]=[CH:9][CH:8]=[C:7]([CH3:11])[N:6]=3)[N:4]=2)[CH:20]=1, predict the reactants needed to synthesize it. The reactants are: [NH2:1][NH:2][C:3]([C:5]1[CH:10]=[CH:9][CH:8]=[C:7]([CH3:11])[N:6]=1)=[NH:4].[CH3:12][C:13]1[CH:14]=[CH:15][C:16]([OH:21])=[C:17]([CH:20]=1)[CH:18]=O. (5) Given the product [Cl:1][C:2]1[N:3]=[C:4]([N:11]2[CH2:16][CH2:15][O:14][CH2:13][CH2:12]2)[C:5]2[S:10][C:9]([CH:30]=[O:31])=[CH:8][C:6]=2[N:7]=1, predict the reactants needed to synthesize it. The reactants are: [Cl:1][C:2]1[N:3]=[C:4]([N:11]2[CH2:16][CH2:15][O:14][CH2:13][CH2:12]2)[C:5]2[S:10][CH:9]=[CH:8][C:6]=2[N:7]=1.[Li]CCCC.CCCCCC.CN(C)[CH:30]=[O:31]. (6) The reactants are: [CH:1]1([C:4]2[NH:8][N:7]=[C:6]([NH:9][C:10]3[C:15](N)=[CH:14][N:13]=[C:12]([C:17]4[CH:22]=[CH:21][CH:20]=[CH:19][N:18]=4)[N:11]=3)[CH:5]=2)[CH2:3][CH2:2]1.N([O-])=O.[Na+].CC1C=CC(COC(NNC(C2C=NC=CN=2)=O)=O)=CC=1.C([O-])([O-])=O.[Na+].[Na+].[ClH:54]. Given the product [Cl:54][C:15]1[C:10]([NH:9][C:6]2[CH:5]=[C:4]([CH:1]3[CH2:3][CH2:2]3)[NH:8][N:7]=2)=[N:11][C:12]([C:17]2[CH:22]=[CH:21][CH:20]=[CH:19][N:18]=2)=[N:13][CH:14]=1, predict the reactants needed to synthesize it. (7) Given the product [Si:6]([O:13][C@@H:14]1[N:20]([C:21]([O:23][CH2:24][C:25]2[CH:30]=[CH:29][C:28]([NH:31][NH:32][CH:33]([CH3:49])[C:34]([NH:36][CH:37]([CH:46]([CH3:48])[CH3:47])[C:38](=[O:45])[C:39]([O:41][CH2:42][CH:43]=[CH2:44])=[O:40])=[O:35])=[CH:27][CH:26]=2)=[O:22])[C:19]2[CH:50]=[C:51]([OH:56])[C:52]([O:54][CH3:55])=[CH:53][C:18]=2[C:17](=[O:67])[N:16]2[CH:68]=[C:69]([CH3:71])[CH2:70][C@@H:15]12)([C:9]([CH3:11])([CH3:12])[CH3:10])([CH3:8])[CH3:7], predict the reactants needed to synthesize it. The reactants are: C([O-])(=O)C.[Li+].[Si:6]([O:13][C@@H:14]1[N:20]([C:21]([O:23][CH2:24][C:25]2[CH:30]=[CH:29][C:28]([NH:31][NH:32][CH:33]([CH3:49])[C:34]([NH:36][CH:37]([CH:46]([CH3:48])[CH3:47])[C:38](=[O:45])[C:39]([O:41][CH2:42][CH:43]=[CH2:44])=[O:40])=[O:35])=[CH:27][CH:26]=2)=[O:22])[C:19]2[CH:50]=[C:51]([O:56][Si](C(C)C)(C(C)C)C(C)C)[C:52]([O:54][CH3:55])=[CH:53][C:18]=2[C:17](=[O:67])[N:16]2[CH:68]=[C:69]([CH3:71])[CH2:70][C@@H:15]12)([C:9]([CH3:12])([CH3:11])[CH3:10])([CH3:8])[CH3:7].